Dataset: Catalyst prediction with 721,799 reactions and 888 catalyst types from USPTO. Task: Predict which catalyst facilitates the given reaction. (1) Reactant: [Cl:1][C:2]1[CH:7]=[CH:6][C:5]([C:8]2[N:12]3[CH:13]=[C:14]([C:17]4[CH:25]=[CH:24][C:20]([C:21](O)=[O:22])=[CH:19][CH:18]=4)[N:15]=[CH:16][C:11]3=[N:10][CH:9]=2)=[CH:4][CH:3]=1.CN(C(ON1N=NC2C=CC=NC1=2)=[N+](C)C)C.F[P-](F)(F)(F)(F)F.CN1CCOCC1.[N:57]1([C:63]([O:65][C:66]([CH3:69])([CH3:68])[CH3:67])=[O:64])[CH2:62][CH2:61][NH:60][CH2:59][CH2:58]1. Product: [Cl:1][C:2]1[CH:3]=[CH:4][C:5]([C:8]2[N:12]3[CH:13]=[C:14]([C:17]4[CH:25]=[CH:24][C:20]([C:21]([N:60]5[CH2:61][CH2:62][N:57]([C:63]([O:65][C:66]([CH3:69])([CH3:68])[CH3:67])=[O:64])[CH2:58][CH2:59]5)=[O:22])=[CH:19][CH:18]=4)[N:15]=[CH:16][C:11]3=[N:10][CH:9]=2)=[CH:6][CH:7]=1. The catalyst class is: 18. (2) Reactant: Br[C:2]1[CH:3]=[CH:4][C:5]2[N:6]([C:8]([C:11]3[CH:16]=[CH:15][CH:14]=[CH:13][C:12]=3[O:17][CH3:18])=[N:9][N:10]=2)[CH:7]=1.[CH3:19][O:20][C:21]1[CH:26]=[CH:25][C:24](B(O)O)=[CH:23][CH:22]=1.C(=O)([O-])[O-].[Cs+].[Cs+].O1CCOCC1. Product: [CH3:18][O:17][C:12]1[CH:13]=[CH:14][CH:15]=[CH:16][C:11]=1[C:8]1[N:6]2[CH:7]=[C:2]([C:24]3[CH:25]=[CH:26][C:21]([O:20][CH3:19])=[CH:22][CH:23]=3)[CH:3]=[CH:4][C:5]2=[N:10][N:9]=1. The catalyst class is: 103. (3) Reactant: [CH2:1](C(O)=O)[C:2]([CH2:4]C(O)=O)=[O:3].C([O-])(=O)C.[Na+].[CH2:16]([O:18][C:19](=[O:27])[CH:20]([CH2:24][CH:25]=O)[CH2:21][CH:22]=O)[CH3:17].[CH2:28]([NH2:35])[C:29]1[CH:34]=[CH:33][CH:32]=[CH:31][CH:30]=1.C(=O)([O-])[O-].[K+].[K+]. The catalyst class is: 223. Product: [CH2:16]([O:18][C:19]([CH:20]1[CH2:24][CH:25]2[N:35]([CH2:28][C:29]3[CH:34]=[CH:33][CH:32]=[CH:31][CH:30]=3)[CH:22]([CH2:1][C:2](=[O:3])[CH2:4]2)[CH2:21]1)=[O:27])[CH3:17]. (4) Reactant: [CH3:1][O:2][C:3](=[O:16])[C@@H:4]([CH2:6][C:7]1[C:15]2[C:10](=[CH:11][CH:12]=[CH:13][CH:14]=2)[NH:9][CH:8]=1)[NH2:5].[CH3:17][O:18][C:19]1[CH:20]=[C:21]([CH:24]=[C:25]([O:27][CH3:28])[CH:26]=1)[CH:22]=O.C(OC)(OC)OC. Product: [CH3:1][O:2][C:3]([C@H:4]1[CH2:6][C:7]2[C:15]3[C:10](=[CH:11][CH:12]=[CH:13][CH:14]=3)[NH:9][C:8]=2[C@@H:22]([C:21]2[CH:24]=[C:25]([O:27][CH3:28])[CH:26]=[C:19]([O:18][CH3:17])[CH:20]=2)[NH:5]1)=[O:16]. The catalyst class is: 4. (5) Reactant: [H-].[Na+].[CH3:3][N:4]([CH3:9])[CH2:5][CH2:6][CH2:7][OH:8].[Cl:10][C:11]1[C:16]([C:17]2[C:22]([F:23])=[CH:21][C:20](F)=[CH:19][C:18]=2[F:25])=[C:15]([NH:26][CH2:27][C:28]([F:31])([F:30])[F:29])[N:14]=[C:13]([N:32]([CH3:35])[C:33]#[N:34])[N:12]=1. Product: [Cl:10][C:11]1[C:16]([C:17]2[C:18]([F:25])=[CH:19][C:20]([O:8][CH2:7][CH2:6][CH2:5][N:4]([CH3:9])[CH3:3])=[CH:21][C:22]=2[F:23])=[C:15]([NH:26][CH2:27][C:28]([F:31])([F:30])[F:29])[N:14]=[C:13]([N:32]([CH3:35])[C:33]#[N:34])[N:12]=1. The catalyst class is: 148. (6) Reactant: [Cl:1][C:2]1[CH:8]=[CH:7][C:5]([NH2:6])=[CH:4][C:3]=1[CH:9]1[O:13][CH2:12][CH2:11][O:10]1.Cl[C:15](OC(Cl)(Cl)Cl)=[O:16]. Product: [Cl:1][C:2]1[CH:8]=[CH:7][C:5]([N:6]=[C:15]=[O:16])=[CH:4][C:3]=1[CH:9]1[O:10][CH2:11][CH2:12][O:13]1. The catalyst class is: 802.